Task: Predict which catalyst facilitates the given reaction.. Dataset: Catalyst prediction with 721,799 reactions and 888 catalyst types from USPTO (1) Reactant: [H-].[Na+].[C:3](=[O:10])([O:7][CH2:8][CH3:9])OCC.[CH3:11][C:12]([C:14]1[CH:19]=[CH:18][C:17]([O:20][CH3:21])=[CH:16][CH:15]=1)=[O:13].C(O)(=O)C.C(C1C=CC=CC=1)(=O)C. Product: [CH3:21][O:20][C:17]1[CH:18]=[CH:19][C:14]([C:12](=[O:13])[CH2:11][C:3]([O:7][CH2:8][CH3:9])=[O:10])=[CH:15][CH:16]=1. The catalyst class is: 93. (2) Reactant: [Br:1][C:2]1[CH:13]=[N:12][C:5]2[NH:6][C:7](=[O:11])[CH2:8][NH:9][CH2:10][C:4]=2[CH:3]=1.CCN(CC)CC.[C:21](Cl)([O:23][CH2:24][C:25]1[CH:30]=[CH:29][CH:28]=[CH:27][CH:26]=1)=[O:22]. Product: [CH2:24]([O:23][C:21]([N:9]1[CH2:10][C:4]2[CH:3]=[C:2]([Br:1])[CH:13]=[N:12][C:5]=2[NH:6][C:7](=[O:11])[CH2:8]1)=[O:22])[C:25]1[CH:30]=[CH:29][CH:28]=[CH:27][CH:26]=1. The catalyst class is: 2. (3) Reactant: [C:1]([C:5]1[CH:6]=[C:7]([N:15]2[C:19]([O:20][CH:21]3[CH2:26][CH2:25][CH2:24][CH2:23][CH2:22]3)=[CH:18][C:17]([C:27]([O:29][CH2:30][CH3:31])=[O:28])=[N:16]2)[CH:8]=[C:9]([C:11]2([CH3:14])[CH2:13][CH2:12]2)[CH:10]=1)([CH3:4])([CH3:3])[CH3:2].C1C(=O)N([Cl:39])C(=O)C1. Product: [C:1]([C:5]1[CH:6]=[C:7]([N:15]2[C:19]([O:20][CH:21]3[CH2:22][CH2:23][CH2:24][CH2:25][CH2:26]3)=[C:18]([Cl:39])[C:17]([C:27]([O:29][CH2:30][CH3:31])=[O:28])=[N:16]2)[CH:8]=[C:9]([C:11]2([CH3:14])[CH2:12][CH2:13]2)[CH:10]=1)([CH3:2])([CH3:3])[CH3:4]. The catalyst class is: 3. (4) Reactant: [H-].[Na+].[CH3:3]S(C)=O.[CH3:7][C:8]([CH3:14])([CH2:11][CH:12]=[CH2:13])[CH2:9][OH:10].O. Product: [CH3:3][O:10][CH2:9][C:8]([CH3:14])([CH3:7])[CH2:11][CH:12]=[CH2:13]. The catalyst class is: 28.